Dataset: Reaction yield outcomes from USPTO patents with 853,638 reactions. Task: Predict the reaction yield, written as a fraction of the theoretical maximum amount of product (1.0 means a 100% yield; for example, 0.34 means a 34% yield). (1) The reactants are [CH2:1]([C:3]1[CH:8]=[CH:7][C:6]([C:9]([C:11]2[CH:16]=[CH:15][C:14]([O:17][CH3:18])=[CH:13][CH:12]=2)=O)=[CH:5][CH:4]=1)[CH3:2].C([SiH](CC)CC)C.B(F)(F)F.CCOCC. The catalyst is C(#N)C.C(Cl)Cl. The product is [CH2:1]([C:3]1[CH:8]=[CH:7][C:6]([CH2:9][C:11]2[CH:12]=[CH:13][C:14]([O:17][CH3:18])=[CH:15][CH:16]=2)=[CH:5][CH:4]=1)[CH3:2]. The yield is 0.937. (2) The reactants are [F:1][C:2]([F:37])([CH3:36])[CH2:3][NH:4][C:5]([N:7]1[CH2:11][C@H:10]([C:12]2[N:16]3[C:17]4[CH:23]=[CH:22][N:21](S(C5C=CC(C)=CC=5)(=O)=O)[C:18]=4[N:19]=[CH:20][C:15]3=[N:14][CH:13]=2)[C@H:9]([CH2:34][CH3:35])[CH2:8]1)=[O:6].[OH-].[Na+].C(Cl)Cl.C([O-])(O)=O.[Na+]. The catalyst is O1CCOCC1. The product is [F:37][C:2]([F:1])([CH3:36])[CH2:3][NH:4][C:5]([N:7]1[CH2:11][C@H:10]([C:12]2[N:16]3[C:17]4[CH:23]=[CH:22][NH:21][C:18]=4[N:19]=[CH:20][C:15]3=[N:14][CH:13]=2)[C@H:9]([CH2:34][CH3:35])[CH2:8]1)=[O:6]. The yield is 0.470. (3) The reactants are [CH3:1][O:2][C:3](=[O:23])[NH:4][CH:5]([C:9]([N:11]1[CH2:15][CH2:14][CH2:13][CH:12]1[C:16]1[NH:17][C:18]([C:21]#[CH:22])=[CH:19][N:20]=1)=[O:10])[CH:6]([CH3:8])[CH3:7].[CH3:24][O:25][C:26](=[O:55])[NH:27][CH:28]([C:32]([N:34]1[CH2:38][CH2:37][CH2:36][CH:35]1[C:39]1[NH:43][C:42]2[CH:44]=[C:45]([C:48]3[CH:53]=[CH:52][C:51](Br)=[CH:50][CH:49]=3)[CH:46]=[CH:47][C:41]=2[N:40]=1)=[O:33])[CH:29]([CH3:31])[CH3:30].C(N(CC)CC)C.O. The catalyst is CN(C=O)C.C1C=CC([P]([Pd]([P](C2C=CC=CC=2)(C2C=CC=CC=2)C2C=CC=CC=2)([P](C2C=CC=CC=2)(C2C=CC=CC=2)C2C=CC=CC=2)[P](C2C=CC=CC=2)(C2C=CC=CC=2)C2C=CC=CC=2)(C2C=CC=CC=2)C2C=CC=CC=2)=CC=1.[Cu]I. The product is [CH3:24][O:25][C:26](=[O:55])[NH:27][CH:28]([C:32]([N:34]1[CH2:38][CH2:37][CH2:36][CH:35]1[C:39]1[NH:43][C:42]2[CH:44]=[C:45]([C:48]3[CH:53]=[CH:52][C:51]([C:22]#[C:21][C:18]4[NH:17][C:16]([CH:12]5[CH2:13][CH2:14][CH2:15][N:11]5[C:9](=[O:10])[CH:5]([NH:4][C:3]([O:2][CH3:1])=[O:23])[CH:6]([CH3:8])[CH3:7])=[N:20][CH:19]=4)=[CH:50][CH:49]=3)[CH:46]=[CH:47][C:41]=2[N:40]=1)=[O:33])[CH:29]([CH3:31])[CH3:30]. The yield is 0.110. (4) The reactants are Br[C:2]1[C:10]2[O:9][CH2:8][CH:7]([C:11]3[CH:16]=[CH:15][C:14]([CH:17]([CH3:19])[CH3:18])=[CH:13][CH:12]=3)[C:6]=2[C:5]([CH3:20])=[C:4]([NH:21][C:22](=[O:28])[CH2:23][C:24]([CH3:27])([CH3:26])[CH3:25])[C:3]=1[CH3:29].[CH3:30][O:31][C:32]1[N:37]=[CH:36][C:35](B(O)O)=[CH:34][CH:33]=1. The catalyst is CCCCCC.C(OCC)(=O)C. The product is [CH:17]([C:14]1[CH:13]=[CH:12][C:11]([CH:7]2[C:6]3[C:5]([CH3:20])=[C:4]([NH:21][C:22](=[O:28])[CH2:23][C:24]([CH3:26])([CH3:25])[CH3:27])[C:3]([CH3:29])=[C:2]([C:35]4[CH:36]=[N:37][C:32]([O:31][CH3:30])=[CH:33][CH:34]=4)[C:10]=3[O:9][CH2:8]2)=[CH:16][CH:15]=1)([CH3:18])[CH3:19]. The yield is 0.480. (5) The reactants are [CH3:1][O:2][C:3](=[O:12])[C:4]1[CH:9]=[CH:8][C:7](Cl)=[N:6][C:5]=1[NH2:11].C([Sn](CCCC)(CCCC)[CH2:18][O:19][CH3:20])CCC.[F-].[K+]. The yield is 0.630. The product is [CH3:1][O:2][C:3](=[O:12])[C:4]1[CH:9]=[CH:8][C:7]([CH2:18][O:19][CH3:20])=[N:6][C:5]=1[NH2:11]. The catalyst is [Pd].C1(P(C2C=CC=CC=2)C2C=CC=CC=2)C=CC=CC=1.C1(P(C2C=CC=CC=2)C2C=CC=CC=2)C=CC=CC=1.C1(P(C2C=CC=CC=2)C2C=CC=CC=2)C=CC=CC=1.C1(P(C2C=CC=CC=2)C2C=CC=CC=2)C=CC=CC=1.CN1CCCC1=O. (6) The reactants are C([O:5][C:6](=[O:39])[CH2:7][O:8][C:9]1[C:14]2[CH2:15][CH2:16][CH2:17][CH2:18][CH:19]([NH:20][S:21]([C:24]3[CH:29]=[CH:28][C:27]([C:30]4[CH:35]=[CH:34][CH:33]=[C:32]([CH:36]([CH3:38])[CH3:37])[CH:31]=4)=[CH:26][CH:25]=3)(=[O:23])=[O:22])[C:13]=2[CH:12]=[CH:11][CH:10]=1)(C)(C)C.[OH-].[Na+]. No catalyst specified. The product is [CH:36]([C:32]1[CH:31]=[C:30]([C:27]2[CH:26]=[CH:25][C:24]([S:21]([NH:20][CH:19]3[C:13]4[CH:12]=[CH:11][CH:10]=[C:9]([O:8][CH2:7][C:6]([OH:39])=[O:5])[C:14]=4[CH2:15][CH2:16][CH2:17][CH2:18]3)(=[O:23])=[O:22])=[CH:29][CH:28]=2)[CH:35]=[CH:34][CH:33]=1)([CH3:38])[CH3:37]. The yield is 0.390. (7) The reactants are [F:1][C:2]1[CH:7]=[CH:6][CH:5]=[CH:4][C:3]=1[NH:8][C:9]1[N:10]([C@H:27]2[CH2:32][CH2:31][C@H:30]([C:33](OCC)=[O:34])[CH2:29][CH2:28]2)[C:11]2[C:16]([N:17]=1)=[CH:15][N:14]=[C:13]([NH:18][C:19]1[CH:24]=[CH:23][C:22]([O:25][CH3:26])=[CH:21][CH:20]=1)[N:12]=2.[H-].[H-].[H-].[H-].[Li+].[Al+3].C(O)(C(F)(F)F)=O. The catalyst is C1COCC1. The product is [F:1][C:2]1[CH:7]=[CH:6][CH:5]=[CH:4][C:3]=1[NH:8][C:9]1[N:10]([C@H:27]2[CH2:32][CH2:31][C@H:30]([CH2:33][OH:34])[CH2:29][CH2:28]2)[C:11]2[C:16]([N:17]=1)=[CH:15][N:14]=[C:13]([NH:18][C:19]1[CH:24]=[CH:23][C:22]([O:25][CH3:26])=[CH:21][CH:20]=1)[N:12]=2. The yield is 0.500. (8) The reactants are [Cl-].O[NH3+:3].[C:4](=[O:7])([O-])[OH:5].[Na+].CS(C)=O.[CH2:13]([C:17]1[N:18]=[CH:19][N:20]([CH2:39][C:40]2[CH:45]=[CH:44][C:43]([F:46])=[CH:42][CH:41]=2)[C:21](=[O:38])[C:22]=1[CH2:23][C:24]1[CH:29]=[CH:28][C:27]([C:30]2[C:31]([C:36]#[N:37])=[CH:32][CH:33]=[CH:34][CH:35]=2)=[CH:26][CH:25]=1)[CH2:14][CH2:15][CH3:16]. The catalyst is C(OCC)(=O)C. The product is [CH2:13]([C:17]1[N:18]=[CH:19][N:20]([CH2:39][C:40]2[CH:45]=[CH:44][C:43]([F:46])=[CH:42][CH:41]=2)[C:21](=[O:38])[C:22]=1[CH2:23][C:24]1[CH:25]=[CH:26][C:27]([C:30]2[CH:35]=[CH:34][CH:33]=[CH:32][C:31]=2[C:36]2[NH:3][C:4](=[O:7])[O:5][N:37]=2)=[CH:28][CH:29]=1)[CH2:14][CH2:15][CH3:16]. The yield is 0.620.